This data is from Reaction yield outcomes from USPTO patents with 853,638 reactions. The task is: Predict the reaction yield, written as a fraction of the theoretical maximum amount of product (1.0 means a 100% yield; for example, 0.34 means a 34% yield). The reactants are Br[C:2]1[CH:7]=[CH:6][CH:5]=[CH:4][C:3]=1[S:8][CH3:9].[Li]CCCC.[B:15](OC(C)C)([O:20]C(C)C)[O:16]C(C)C. The catalyst is C1COCC1. The product is [CH3:9][S:8][C:3]1[CH:4]=[CH:5][CH:6]=[CH:7][C:2]=1[B:15]([OH:20])[OH:16]. The yield is 0.850.